From a dataset of Forward reaction prediction with 1.9M reactions from USPTO patents (1976-2016). Predict the product of the given reaction. (1) Given the reactants [Cl:1][C:2]1[CH:3]=[C:4](OS(C2C=CC(C)=CC=2)(=O)=O)[CH:5]=[C:6]([F:8])[CH:7]=1.[C:20]([C:22]1[CH:27]=[CH:26][CH:25]=[CH:24][CH:23]=1)#[CH:21], predict the reaction product. The product is: [Cl:1][C:2]1[CH:3]=[C:4]([C:21]#[C:20][C:22]2[CH:27]=[CH:26][CH:25]=[CH:24][CH:23]=2)[CH:5]=[C:6]([F:8])[CH:7]=1. (2) The product is: [C:21]([O:25][C:26](=[O:35])[N:27]([CH2:31][CH2:32][O:33][NH:34][C:18]([C@@H:13]1[CH2:12][CH2:11][C@@H:10]2[CH2:17][N:14]1[C:15](=[O:16])[N:9]2[O:8][CH2:1][C:2]1[CH:3]=[CH:4][CH:5]=[CH:6][CH:7]=1)=[O:20])[CH:28]([CH3:30])[CH3:29])([CH3:22])([CH3:24])[CH3:23]. Given the reactants [CH2:1]([O:8][N:9]1[C:15](=[O:16])[N:14]2[CH2:17][C@H:10]1[CH2:11][CH2:12][C@H:13]2[C:18]([OH:20])=O)[C:2]1[CH:7]=[CH:6][CH:5]=[CH:4][CH:3]=1.[C:21]([O:25][C:26](=[O:35])[N:27]([CH2:31][CH2:32][O:33][NH2:34])[CH:28]([CH3:30])[CH3:29])([CH3:24])([CH3:23])[CH3:22], predict the reaction product. (3) Given the reactants [BH4-].[Na+].[CH2:3]([O:10][C:11]1[CH:16]=[CH:15][C:14]([C:17]2[C:26]3[C:21](=[CH:22][C:23]([O:27][CH3:28])=[CH:24][CH:25]=3)[CH2:20][CH2:19][N:18]=2)=[CH:13][CH:12]=1)[C:4]1[CH:9]=[CH:8][CH:7]=[CH:6][CH:5]=1, predict the reaction product. The product is: [CH2:3]([O:10][C:11]1[CH:12]=[CH:13][C:14]([CH:17]2[C:26]3[C:21](=[CH:22][C:23]([O:27][CH3:28])=[CH:24][CH:25]=3)[CH2:20][CH2:19][NH:18]2)=[CH:15][CH:16]=1)[C:4]1[CH:5]=[CH:6][CH:7]=[CH:8][CH:9]=1. (4) Given the reactants [Br:1][C:2]1[CH:3]=[C:4]2[N:10]=[C:9](/[CH:11]=[CH:12]/[C:13]3[N:18]=[C:17]([NH:19]C(=O)C)[CH:16]=[C:15]([CH3:23])[CH:14]=3)[NH:8][C:5]2=[N:6][CH:7]=1.N, predict the reaction product. The product is: [Br:1][C:2]1[CH:3]=[C:4]2[N:10]=[C:9](/[CH:11]=[CH:12]/[C:13]3[N:18]=[C:17]([NH2:19])[CH:16]=[C:15]([CH3:23])[CH:14]=3)[NH:8][C:5]2=[N:6][CH:7]=1. (5) Given the reactants [CH3:1][O:2][C:3]1[CH:4]=[C:5]([NH:12][NH2:13])[CH:6]=[CH:7][C:8]=1[N+:9]([O-:11])=[O:10].[CH3:14][C:15]([O:18][C:19](O[C:19]([O:18][C:15]([CH3:17])([CH3:16])[CH3:14])=[O:20])=[O:20])([CH3:17])[CH3:16].C(=O)([O-])[O-].[Na+].[Na+], predict the reaction product. The product is: [CH3:1][O:2][C:3]1[CH:4]=[C:5]([NH:12][NH:13][C:19]([O:18][C:15]([CH3:17])([CH3:16])[CH3:14])=[O:20])[CH:6]=[CH:7][C:8]=1[N+:9]([O-:11])=[O:10].